From a dataset of Reaction yield outcomes from USPTO patents with 853,638 reactions. Predict the reaction yield, written as a fraction of the theoretical maximum amount of product (1.0 means a 100% yield; for example, 0.34 means a 34% yield). (1) The reactants are [Cl:1][C:2]1[CH:11]=[CH:10][C:9]2[N:8]=[C:7]3[C:12](=[O:16])[NH:13][CH:14]=[N:15][C:6]3=[C:5]([C:17]([F:20])([F:19])[F:18])[C:4]=2[CH:3]=1.[Br:21][C:22]1[CH:30]=[CH:29][C:25]([CH2:26][Mg]Br)=[CH:24][CH:23]=1. The catalyst is C1COCC1. The product is [Br:21][C:22]1[CH:30]=[CH:29][C:25]([CH2:26][C:5]2([C:17]([F:18])([F:20])[F:19])[C:4]3[CH:3]=[C:2]([Cl:1])[CH:11]=[CH:10][C:9]=3[NH:8][C:7]3[C:12](=[O:16])[NH:13][CH:14]=[N:15][C:6]2=3)=[CH:24][CH:23]=1. The yield is 0.430. (2) The reactants are [Cl:1][C:2]1[CH:7]=[CH:6][C:5]([C:8]2[CH:13]=[CH:12][N:11]([CH2:14][CH2:15][C@@:16]([CH3:31])([S:27]([CH3:30])(=[O:29])=[O:28])[C:17]([NH:19][O:20]C3CCCCO3)=[O:18])[C:10](=[O:32])[CH:9]=2)=[C:4]([F:33])[C:3]=1[F:34].CC1C=CC(S([O-])(=O)=O)=CC=1.C1C=C[NH+]=CC=1. The catalyst is C(O)C.O. The product is [Cl:1][C:2]1[CH:7]=[CH:6][C:5]([C:8]2[CH:13]=[CH:12][N:11]([CH2:14][CH2:15][C@@:16]([CH3:31])([S:27]([CH3:30])(=[O:28])=[O:29])[C:17]([NH:19][OH:20])=[O:18])[C:10](=[O:32])[CH:9]=2)=[C:4]([F:33])[C:3]=1[F:34]. The yield is 0.469. (3) The reactants are C(N1[CH2:9][CH2:8][N:7]([C:10]2[CH:15]=[CH:14][C:13]([B:16]([OH:18])[OH:17])=[CH:12][CH:11]=2)[CH2:6][CH2:5]1)(C)C.BrC1C=CC(N2CC[CH:29]([N:32]3[CH2:37][CH2:36][O:35][CH2:34][CH2:33]3)CC2)=CC=1. No catalyst specified. The product is [O:35]1[CH2:36][CH2:37][N:32]([CH:29]2[CH2:5][CH2:6][N:7]([C:10]3[CH:11]=[CH:12][C:13]([B:16]([OH:17])[OH:18])=[CH:14][CH:15]=3)[CH2:8][CH2:9]2)[CH2:33][CH2:34]1. The yield is 0.400. (4) The reactants are [CH3:1][O:2][C:3]1[N:8]=[CH:7][C:6]([NH:9][C:10]2[C:17]([C:18]3[N:26]=[C:25]([CH3:27])[N:24]=[C:23]4[C:19]=3[N:20]=[CH:21][N:22]4C3CCCCO3)=[CH:16][C:13]([CH:14]=O)=[CH:12][N:11]=2)=[CH:5][CH:4]=1.[NH2:34][C:35]1[CH:36]=[N:37][CH:38]=[CH:39][CH:40]=1.[BH4-].[Na+].Cl. The catalyst is C(O)C.ClCCl.CO.C(O[Ti](OC(C)C)(OC(C)C)OC(C)C)(C)C. The product is [CH3:1][O:2][C:3]1[N:8]=[CH:7][C:6]([NH:9][C:10]2[C:17]([C:18]3[N:26]=[C:25]([CH3:27])[N:24]=[C:23]4[C:19]=3[N:20]=[CH:21][NH:22]4)=[CH:16][C:13]([CH2:14][NH:34][C:35]3[CH:36]=[N:37][CH:38]=[CH:39][CH:40]=3)=[CH:12][N:11]=2)=[CH:5][CH:4]=1. The yield is 0.180. (5) The reactants are Br[CH2:2][C:3]([NH2:5])=[O:4].CN(C=O)C.C(=O)([O-])[O-].[Cs+].[Cs+].[OH:17][C:18]1[CH:27]=[CH:26][C:21]([C:22]([O:24][CH3:25])=[O:23])=[C:20]([O:28][CH3:29])[CH:19]=1. The catalyst is C(Cl)Cl. The product is [NH2:5][C:3](=[O:4])[CH2:2][O:17][C:18]1[CH:27]=[CH:26][C:21]([C:22]([O:24][CH3:25])=[O:23])=[C:20]([O:28][CH3:29])[CH:19]=1. The yield is 0.780. (6) The reactants are [CH:1]1[C:13]2[CH:12]([CH2:14][O:15]C(Cl)=O)[C:11]3[C:6](=[CH:7][CH:8]=[CH:9][CH:10]=3)[C:5]=2[CH:4]=[CH:3][CH:2]=1.[NH2:19][C@H:20]1[CH2:43][CH2:42][C@@:41]2([CH3:44])[C@H:22]([CH2:23][C@@H:24]([OH:47])[C@@H:25]3[C@@H:40]2[CH2:39][C@H:38]([OH:45])[C@@:37]2([CH3:46])[C@H:26]3[CH2:27][CH2:28][C@@H:29]2[C@H:30]([CH3:36])[CH2:31][CH2:32][C:33]([OH:35])=[O:34])[CH2:21]1.O. The product is [CH:1]1[C:13]2[CH:12]([CH2:14][O:15][NH:19][C@H:20]3[CH2:43][CH2:42][C@@:41]4([CH3:44])[C@H:22]([CH2:23][C@@H:24]([OH:47])[C@@H:25]5[C@@H:40]4[CH2:39][C@H:38]([OH:45])[C@@:37]4([CH3:46])[C@H:26]5[CH2:27][CH2:28][C@@H:29]4[C@H:30]([CH3:36])[CH2:31][CH2:32][C:33]([OH:35])=[O:34])[CH2:21]3)[C:11]3[C:6](=[CH:7][CH:8]=[CH:9][CH:10]=3)[C:5]=2[CH:4]=[CH:3][CH:2]=1. The yield is 0.710. The catalyst is O1CCOCC1.C([O-])([O-])=O.[Na+].[Na+]. (7) The reactants are [CH3:1][C:2]1[CH:7]=[CH:6][C:5]([N+:8]([O-:10])=[O:9])=[CH:4][C:3]=1[OH:11].Cl[CH2:13][CH2:14][N:15]1[CH2:20][CH2:19][O:18][CH2:17][CH2:16]1.C(=O)([O-])[O-].[K+].[K+].C(OC(=O)C)C. The catalyst is CC(C)=O. The product is [CH3:1][C:2]1[CH:7]=[CH:6][C:5]([N+:8]([O-:10])=[O:9])=[CH:4][C:3]=1[O:11][CH2:13][CH2:14][N:15]1[CH2:20][CH2:19][O:18][CH2:17][CH2:16]1. The yield is 0.620. (8) The reactants are [CH3:1][O:2][C@H:3]1[C@@H:9]2[O:10][CH2:11][C@H:12]([O:13]C(C3C=CC=CC=3)=O)[C@@H:8]2[O:7][C@@H:4]1[O:5][CH3:6].[OH-].[Na+]. The catalyst is CO.C(OCC)(=O)C. The product is [CH3:1][O:2][C@H:3]1[C@@H:9]2[O:10][CH2:11][C@@H:12]([OH:13])[C@@H:8]2[O:7][C@@H:4]1[O:5][CH3:6]. The yield is 0.850. (9) The reactants are [Cl:1][C:2]1[C:3]2[CH:10]=[CH:9][N:8]([C@@H:11]3[CH2:16][CH2:15][CH2:14][N:13]([C:17]([O:19][C:20]([CH3:23])([CH3:22])[CH3:21])=[O:18])[CH2:12]3)[C:4]=2[N:5]=[CH:6][N:7]=1.C1C(=O)N([I:31])C(=O)C1.O. The catalyst is CN(C=O)C. The product is [Cl:1][C:2]1[C:3]2[C:10]([I:31])=[CH:9][N:8]([C@@H:11]3[CH2:16][CH2:15][CH2:14][N:13]([C:17]([O:19][C:20]([CH3:23])([CH3:22])[CH3:21])=[O:18])[CH2:12]3)[C:4]=2[N:5]=[CH:6][N:7]=1. The yield is 0.860.